Dataset: Forward reaction prediction with 1.9M reactions from USPTO patents (1976-2016). Task: Predict the product of the given reaction. The product is: [CH3:21][O:22][CH2:23][CH2:24][C@@H:25]1[NH:26][CH2:27][CH2:28][N:16]([C:14]2[C:15]3[C:6]4[CH:5]=[CH:4][CH:3]=[CH:2][C:7]=4[S:8][C:9]=3[NH:10][C:11]3[CH:20]=[CH:19][CH:18]=[CH:17][C:12]=3[N:13]=2)[CH2:30]1. Given the reactants Cl.[CH:2]1[C:7]2[S:8][C:9]3[NH:10][C:11]4[CH:20]=[CH:19][CH:18]=[CH:17][C:12]=4[N:13]=[C:14]([NH2:16])[C:15]=3[C:6]=2[CH:5]=[CH:4][CH:3]=1.[CH3:21][O:22][CH2:23][CH2:24][C@H:25]1[CH2:30]N[CH2:28][CH2:27][NH:26]1, predict the reaction product.